From a dataset of Full USPTO retrosynthesis dataset with 1.9M reactions from patents (1976-2016). Predict the reactants needed to synthesize the given product. (1) Given the product [CH3:39][C:29]1[CH:28]=[C:27]([O:26][CH2:25]/[CH:24]=[C:23](\[C:20]2[CH:21]=[CH:22][C:17]([C:2]#[C:1][C:3]3[S:4][C:5]([CH3:8])=[CH:6][CH:7]=3)=[CH:18][CH:19]=2)/[C:40]2[CH:45]=[CH:44][CH:43]=[C:42]([C:46]([F:49])([F:48])[F:47])[CH:41]=2)[CH:38]=[CH:37][C:30]=1[O:31][CH2:32][C:33]([O:35][CH3:36])=[O:34], predict the reactants needed to synthesize it. The reactants are: [C:1]([C:3]1[S:4][C:5]([CH3:8])=[CH:6][CH:7]=1)#[CH:2].C(NC(C)C)(C)C.I[C:17]1[CH:22]=[CH:21][C:20](/[C:23](/[C:40]2[CH:45]=[CH:44][CH:43]=[C:42]([C:46]([F:49])([F:48])[F:47])[CH:41]=2)=[CH:24]\[CH2:25][O:26][C:27]2[CH:38]=[CH:37][C:30]([O:31][CH2:32][C:33]([O:35][CH3:36])=[O:34])=[C:29]([CH3:39])[CH:28]=2)=[CH:19][CH:18]=1. (2) Given the product [CH3:3][N:4]1[CH2:7][CH2:8][N:9]([C:10]2[N:15]=[CH:14][C:13]([C:16]3[N:17]=[C:18]([C:23]4[O:24][C:25]([C:28]5[CH:29]=[CH:30][CH:31]=[CH:32][CH:33]=5)=[N:26][N:27]=4)[C:19]([NH2:22])=[N:20][CH:21]=3)=[CH:12][CH:11]=2)[CH2:6][CH2:5]1, predict the reactants needed to synthesize it. The reactants are: O1[CH2:6][CH2:5][N:4]([CH2:7][CH2:8][NH:9][C:10]2[N:15]=[CH:14][C:13]([C:16]3[N:17]=[C:18]([C:23]4[O:24][C:25]([C:28]5[CH:33]=[CH:32][CH:31]=[CH:30][CH:29]=5)=[N:26][N:27]=4)[C:19]([NH2:22])=[N:20][CH:21]=3)=[CH:12][CH:11]=2)[CH2:3]C1.COC1C=NC=CC=1C1N=C(C2OC(C3C=CC=CC=3)=NN=2)C(N)=NC=1.COC1N=CC(C2N=C(C3OC(C4C=CC=CC=4)=NN=3)C(N)=NC=2)=CC=1.CN(C)CCOC1C=C(C2N=C(C3OC(C4C=CC=CC=4)=NN=3)C(N)=NC=2)C=CN=1.C1(C2OC(C3C(N)=NC=C(C4C=NC(N5CCNCC5)=CC=4)N=3)=NN=2)C=CC=CC=1.NC1N=CC(C2C=CN=C(NCCN(C)C)C=2)=NC=1C1OC(C2C=CC=CC=2)=NN=1.CN(C)CCCOC1N=CC(C2N=C(C3OC(C4C=CC=CC=4)=NN=3)C(N)=NC=2)=CC=1.O1CCN(C2N=CC(C3N=C(C4OC(C5C=CC=CC=5)=NN=4)C(N)=NC=3)=CC=2)CC1. (3) Given the product [Cl:19][C:20]1[CH:25]=[C:24]([C:2]2[C:11]3[C:6](=[CH:7][CH:8]=[CH:9][CH:10]=3)[CH:5]=[C:4]([NH:12][C:13]3[CH:17]=[C:16]([CH3:18])[NH:15][N:14]=3)[N:3]=2)[CH:23]=[CH:22][CH:21]=1, predict the reactants needed to synthesize it. The reactants are: Cl[C:2]1[C:11]2[C:6](=[CH:7][CH:8]=[CH:9][CH:10]=2)[CH:5]=[C:4]([NH:12][C:13]2[CH:17]=[C:16]([CH3:18])[NH:15][N:14]=2)[N:3]=1.[Cl:19][C:20]1[CH:21]=[C:22](B(O)O)[CH:23]=[CH:24][CH:25]=1. (4) The reactants are: [CH3:1][N:2]1[C:7]2[N:8]([C:20]3[CH:25]=[CH:24][CH:23]=[CH:22][CH:21]=3)[C:9](=[O:19])[N:10]([C:13]3[CH:18]=[CH:17][CH:16]=[CH:15][CH:14]=3)[C:11](=[O:12])[C:6]=2[C:5](SC)=[N:4][C:3]1=[O:28].C1(C)C=CC=CC=1.[Cl:36][C:37]1[CH:43]=[CH:42][C:40]([NH2:41])=[CH:39][CH:38]=1. Given the product [Cl:36][C:37]1[CH:43]=[CH:42][C:40]([NH:41][C:5]2[C:6]3[C:11](=[O:12])[N:10]([C:13]4[CH:18]=[CH:17][CH:16]=[CH:15][CH:14]=4)[C:9](=[O:19])[N:8]([C:20]4[CH:25]=[CH:24][CH:23]=[CH:22][CH:21]=4)[C:7]=3[N:2]([CH3:1])[C:3](=[O:28])[N:4]=2)=[CH:39][CH:38]=1, predict the reactants needed to synthesize it. (5) Given the product [O:26]1[CH2:27][CH2:28][N:23]([C:16]2[N:17]=[CH:18][C:19]([C:20]([NH2:36])=[O:21])=[CH:14][N:15]=2)[CH2:24][CH2:25]1, predict the reactants needed to synthesize it. The reactants are: C(Cl)(=O)C(Cl)=O.FC1C=CC=CC=1[C:14]1[C:19]([C:20](O)=[O:21])=[CH:18][N:17]=[C:16]([N:23]2[CH2:28][CH2:27][O:26][CH2:25][CH2:24]2)[N:15]=1.C([NH:36]C1CCC1)C1C=CC=CC=1.C(N(C(C)C)CC)(C)C. (6) Given the product [Cl:1][C:2]1[CH:3]=[CH:4][C:5]([S:8]([N:11]([CH2:19][C:20]2[CH:27]=[CH:26][C:23]([C:24]#[N:25])=[CH:22][C:21]=2[F:28])[C@H:12]([C@@H:15]([OH:17])[CH3:16])[CH2:13][OH:14])(=[O:10])=[O:9])=[CH:6][CH:7]=1, predict the reactants needed to synthesize it. The reactants are: [Cl:1][C:2]1[CH:7]=[CH:6][C:5]([S:8]([NH:11][C@H:12]([C@@H:15]([OH:17])[CH3:16])[CH2:13][OH:14])(=[O:10])=[O:9])=[CH:4][CH:3]=1.Br[CH2:19][C:20]1[CH:27]=[CH:26][C:23]([C:24]#[N:25])=[CH:22][C:21]=1[F:28].C(=O)([O-])[O-].[Cs+].[Cs+].O.